This data is from Reaction yield outcomes from USPTO patents with 853,638 reactions. The task is: Predict the reaction yield, written as a fraction of the theoretical maximum amount of product (1.0 means a 100% yield; for example, 0.34 means a 34% yield). (1) The reactants are C(O[C:4](=[O:9])[CH2:5][C:6](=O)[CH3:7])C.[C:10]1([CH3:23])[CH:15]=[CH:14][CH:13]=[CH:12][C:11]=1[NH:16][C:17]([NH:19][C:20]([NH2:22])=[NH:21])=[NH:18]. The catalyst is C(O)C. The product is [CH3:7][C:6]1[N:21]=[C:20]([NH:19][C:17]([NH:16][C:11]2[CH:12]=[CH:13][CH:14]=[CH:15][C:10]=2[CH3:23])=[NH:18])[NH:22][C:4](=[O:9])[CH:5]=1. The yield is 0.680. (2) No catalyst specified. The yield is 0.500. The reactants are [CH3:1][C:2]1[NH:3][C:4]2[C:9]([C:10]=1[CH:11]=O)=[CH:8][C:7]([N+:13]([O-:15])=[O:14])=[CH:6][CH:5]=2.[Cl:16][C:17]1[CH:22]=[CH:21][C:20]([S:23]([CH2:26][C:27]#[N:28])(=[O:25])=[O:24])=[CH:19][CH:18]=1. The product is [Cl:16][C:17]1[CH:18]=[CH:19][C:20]([S:23]([C:26](=[CH:11][C:10]2[C:9]3[C:4](=[CH:5][CH:6]=[C:7]([N+:13]([O-:15])=[O:14])[CH:8]=3)[NH:3][C:2]=2[CH3:1])[C:27]#[N:28])(=[O:24])=[O:25])=[CH:21][CH:22]=1.